Dataset: Full USPTO retrosynthesis dataset with 1.9M reactions from patents (1976-2016). Task: Predict the reactants needed to synthesize the given product. (1) The reactants are: [C:1]([O:5][C:6]([N:8]1[CH2:22][C@@H:21]([CH3:23])[N:11]2[C:12]3[CH:13]=[C:14]([CH3:20])[C:15](Br)=[CH:16][C:17]=3[CH:18]=[C:10]2[CH2:9]1)=[O:7])([CH3:4])([CH3:3])[CH3:2].[C:24](=O)([O-])[O-].[K+].[K+].CB1OB(C)OB(C)O1. Given the product [C:1]([O:5][C:6]([N:8]1[CH2:22][C@@H:21]([CH3:23])[N:11]2[C:12]3[CH:13]=[C:14]([CH3:20])[C:15]([CH3:24])=[CH:16][C:17]=3[CH:18]=[C:10]2[CH2:9]1)=[O:7])([CH3:4])([CH3:3])[CH3:2], predict the reactants needed to synthesize it. (2) The reactants are: [C:1]([CH2:3][C:4]1([N:10]2[CH2:13][CH:12]([CH2:14][N:15]([C@@H:22]3[CH2:24][C@H:23]3[C:25]3[CH:30]=[CH:29][CH:28]=[CH:27][CH:26]=3)C(=[O:21])C(F)(F)F)[CH2:11]2)[CH2:9][CH2:8][NH:7][CH2:6][CH2:5]1)#[N:2].CC[N:33](C(C)C)C(C)C.C(O[C:44](=[O:46])[CH3:45])(=[O:42])C.[OH-].[Na+]. Given the product [C:1](#[N:2])[CH3:3].[OH2:21].[NH4+:33].[OH-:42].[C:44]([N:7]1[CH2:8][CH2:9][C:4]([CH2:3][C:1]#[N:2])([N:10]2[CH2:11][CH:12]([CH2:14][NH:15][C@@H:22]3[CH2:24][C@H:23]3[C:25]3[CH:30]=[CH:29][CH:28]=[CH:27][CH:26]=3)[CH2:13]2)[CH2:5][CH2:6]1)(=[O:46])[CH3:45], predict the reactants needed to synthesize it. (3) The reactants are: [CH2:1]([N:8]1[CH2:13][C@@H:12]([CH3:14])[NH:11][C@@H:10]([CH3:15])[CH2:9]1)[C:2]1[CH:7]=[CH:6][CH:5]=[CH:4][CH:3]=1.[C:16]([C:18]1[CH:19]=[C:20]([S:24](Cl)(=[O:26])=[O:25])[CH:21]=[CH:22][CH:23]=1)#[N:17]. Given the product [C:16]([C:18]1[CH:19]=[C:20]([S:24]([N:11]2[CH:10]([CH3:15])[CH2:9][N:8]([CH2:1][C:2]3[CH:3]=[CH:4][CH:5]=[CH:6][CH:7]=3)[CH2:13][CH:12]2[CH3:14])(=[O:26])=[O:25])[CH:21]=[CH:22][CH:23]=1)#[N:17], predict the reactants needed to synthesize it. (4) Given the product [CH3:24][C:23]1[N:19]2[C:20]([S:25][C:2]([CH3:17])([CH3:16])[C:3]([C:5]3[CH:6]=[CH:7][C:8]4[O:13][CH2:12][C:11](=[O:14])[NH:10][C:9]=4[CH:15]=3)=[N:18]2)=[N:21][N:22]=1, predict the reactants needed to synthesize it. The reactants are: Br[C:2]([CH3:17])([CH3:16])[C:3]([C:5]1[CH:6]=[CH:7][C:8]2[O:13][CH2:12][C:11](=[O:14])[NH:10][C:9]=2[CH:15]=1)=O.[NH2:18][N:19]1[C:23]([CH3:24])=[N:22][N:21]=[C:20]1[SH:25]. (5) Given the product [CH3:22][C:12]1[C:13]([CH:14]([CH2:19][CH2:20][CH3:21])[C:15]([O:17][CH3:18])=[O:16])=[C:8]([N:1]2[CH2:6][CH2:5][CH2:4][CH2:3][CH2:2]2)[N:9]=[C:10]([C:23]2[CH:28]=[CH:27][CH:26]=[CH:25][CH:24]=2)[N:11]=1, predict the reactants needed to synthesize it. The reactants are: [NH:1]1[CH2:6][CH2:5][CH2:4][CH2:3][CH2:2]1.Cl[C:8]1[C:13]([CH:14]([CH2:19][CH2:20][CH3:21])[C:15]([O:17][CH3:18])=[O:16])=[C:12]([CH3:22])[N:11]=[C:10]([C:23]2[CH:28]=[CH:27][CH:26]=[CH:25][CH:24]=2)[N:9]=1. (6) Given the product [OH:3][CH:1]([C:4]1[CH:5]([C:22]2[CH:23]=[CH:24][C:25]([C:26]#[N:27])=[CH:28][CH:29]=2)[NH:6][C:7](=[S:21])[N:8]([C:11]2[CH:16]=[CH:15][CH:14]=[C:13]([C:17]([F:20])([F:18])[F:19])[CH:12]=2)[C:9]=1[CH3:10])[CH3:2], predict the reactants needed to synthesize it. The reactants are: [C:1]([C:4]1[CH:5]([C:22]2[CH:29]=[CH:28][C:25]([C:26]#[N:27])=[CH:24][CH:23]=2)[NH:6][C:7](=[S:21])[N:8]([C:11]2[CH:16]=[CH:15][CH:14]=[C:13]([C:17]([F:20])([F:19])[F:18])[CH:12]=2)[C:9]=1[CH3:10])(=[O:3])[CH3:2].[BH4-].[Na+].